From a dataset of Full USPTO retrosynthesis dataset with 1.9M reactions from patents (1976-2016). Predict the reactants needed to synthesize the given product. Given the product [CH3:1][O:2][C:3]1[CH:4]=[C:5]([C:15](=[O:18])[CH2:16][CH3:17])[CH:6]=[CH:7][C:8]=1[C:9]1[CH:14]=[CH:13][CH:12]=[CH:11][N:10]=1, predict the reactants needed to synthesize it. The reactants are: [CH3:1][O:2][C:3]1[CH:4]=[C:5]([CH:15]([OH:18])[CH2:16][CH3:17])[CH:6]=[CH:7][C:8]=1[C:9]1[CH:14]=[CH:13][CH:12]=[CH:11][N:10]=1.CS(C)=O.CCN(CC)CC.